From a dataset of Reaction yield outcomes from USPTO patents with 853,638 reactions. Predict the reaction yield, written as a fraction of the theoretical maximum amount of product (1.0 means a 100% yield; for example, 0.34 means a 34% yield). (1) The reactants are [C:1]([O:5][C:6](=[O:26])[NH:7][C@H:8]1[C@H:12]([C:13]2[CH:18]=[CH:17][CH:16]=[CH:15][CH:14]=2)[CH2:11][N:10](CC2C=CC=CC=2)[CH2:9]1)([CH3:4])([CH3:3])[CH3:2]. The catalyst is [Pd].CCO. The product is [C:13]1([C@@H:12]2[CH2:11][NH:10][CH2:9][C@H:8]2[NH:7][C:6](=[O:26])[O:5][C:1]([CH3:3])([CH3:2])[CH3:4])[CH:14]=[CH:15][CH:16]=[CH:17][CH:18]=1. The yield is 0.780. (2) The reactants are Cl[CH2:2][CH:3]([OH:10])[CH2:4][N:5]1[CH:9]=[CH:8][N:7]=[N:6]1.[NH3:11]. The catalyst is CO. The product is [NH2:11][CH2:2][CH:3]([OH:10])[CH2:4][N:5]1[CH:9]=[CH:8][N:7]=[N:6]1. The yield is 1.00. (3) The reactants are [C:1]([C:4]1[N:8]2[CH:9]=[C:10]([C:13]3[C:14]([C:19]4[CH:24]=[CH:23][C:22]([C:25]([O:27][CH3:28])=[O:26])=[CH:21][N:20]=4)=[N:15][CH:16]=[CH:17][CH:18]=3)[CH:11]=[CH:12][C:7]2=[N:6][CH:5]=1)(=[O:3])[NH2:2].FC1C=CC(C2C(C3C=CC4N(C(C(N)=O)=CN=4)C=3)=CC=CN=2)=NC=1C. No catalyst specified. The product is [C:1]([C:4]1[N:8]2[CH:9]=[C:10]([C:13]3[C:14]([C:19]4[CH:24]=[CH:23][C:22]([C:25]([O:27][CH3:28])=[O:26])=[CH:21][N:20]=4)=[N:15][CH:16]=[CH:17][CH:18]=3)[CH:11]=[CH:12][C:7]2=[N:6][CH:5]=1)(=[O:3])[NH2:2].[C:1]([C:4]1[N:8]2[CH:9]=[C:10]([C:13]3[C:14]([C:19]4[CH:24]=[CH:23][C:22]([C:25]([OH:27])=[O:26])=[CH:21][N:20]=4)=[N:15][CH:16]=[CH:17][CH:18]=3)[CH:11]=[CH:12][C:7]2=[N:6][CH:5]=1)(=[O:3])[NH2:2]. The yield is 0.0380. (4) The reactants are Cl.[CH3:2][O:3][C:4]1[CH:5]=[C:6]2[C:10](=[CH:11][C:12]=1[O:13][CH3:14])[CH2:9][N:8]([C:15]1[C:16]([CH3:35])=[C:17]([CH3:34])[C:18]3[O:22][C:21]([CH3:24])([CH3:23])[C@H:20]([C:25]4[CH:30]=[CH:29][C:28]([CH3:31])=[CH:27][CH:26]=4)[C:19]=3[C:32]=1[CH3:33])[CH2:7]2.C(C1C=C(O)C=C(C(C)(C)C)C=1C)(C)(C)C.[NH4+].O. The catalyst is C(O)C.Cl. The product is [CH3:2][O:3][C:4]1[CH:5]=[C:6]2[C:10](=[CH:11][C:12]=1[O:13][CH3:14])[CH2:9][N:8]([C:15]1[C:16]([CH3:35])=[C:17]([CH3:34])[C:18]3[O:22][C:21]([CH3:24])([CH3:23])[C@H:20]([C:25]4[CH:26]=[CH:27][C:28]([CH3:31])=[CH:29][CH:30]=4)[C:19]=3[C:32]=1[CH3:33])[CH2:7]2. The yield is 0.755. (5) The reactants are Br[C:2]1[N:7]=[C:6]([C:8]([C:10]2[S:14][C:13]([NH:15][C:16]([C:18]3[CH:23]=[CH:22][N:21]=[CH:20][CH:19]=3)=[O:17])=[N:12][C:11]=2[C:24]2[O:25][CH:26]=[CH:27][CH:28]=2)=[O:9])[CH:5]=[CH:4][CH:3]=1.[NH:29]1[CH2:34][CH2:33][O:32][CH2:31][CH2:30]1. The catalyst is O1CCOCC1. The product is [O:25]1[CH:26]=[CH:27][CH:28]=[C:24]1[C:11]1[N:12]=[C:13]([NH:15][C:16]([C:18]2[CH:23]=[CH:22][N:21]=[CH:20][CH:19]=2)=[O:17])[S:14][C:10]=1[C:8]([C:6]1[CH:5]=[CH:4][CH:3]=[C:2]([N:29]2[CH2:34][CH2:33][O:32][CH2:31][CH2:30]2)[N:7]=1)=[O:9]. The yield is 0.230. (6) The reactants are [Cl:1][C:2]1[CH:7]=[C:6]([OH:8])[C:5]([Cl:9])=[CH:4][C:3]=1[CH2:10][CH2:11][C:12]([O:14][C:15]([CH3:18])([CH3:17])[CH3:16])=[O:13].Cl[CH2:20][C:21]1([C:24]([N:26]2[C:35]3[C:30](=[CH:31][CH:32]=[CH:33][CH:34]=3)[N:29]([CH:36]3[CH2:38][CH2:37]3)[CH2:28][CH2:27]2)=[O:25])[CH2:23][CH2:22]1.C(=O)([O-])[O-].[K+].[K+]. The catalyst is CN(C)C=O.O. The product is [Cl:1][C:2]1[CH:7]=[C:6]([O:8][CH2:20][C:21]2([C:24]([N:26]3[C:35]4[C:30](=[CH:31][CH:32]=[CH:33][CH:34]=4)[N:29]([CH:36]4[CH2:38][CH2:37]4)[CH2:28][CH2:27]3)=[O:25])[CH2:23][CH2:22]2)[C:5]([Cl:9])=[CH:4][C:3]=1[CH2:10][CH2:11][C:12]([O:14][C:15]([CH3:18])([CH3:17])[CH3:16])=[O:13]. The yield is 0.840.